From a dataset of NCI-60 drug combinations with 297,098 pairs across 59 cell lines. Regression. Given two drug SMILES strings and cell line genomic features, predict the synergy score measuring deviation from expected non-interaction effect. (1) Drug 1: C1C(C(OC1N2C=NC3=C(N=C(N=C32)Cl)N)CO)O. Drug 2: COCCOC1=C(C=C2C(=C1)C(=NC=N2)NC3=CC=CC(=C3)C#C)OCCOC.Cl. Cell line: SNB-75. Synergy scores: CSS=0.147, Synergy_ZIP=-1.81, Synergy_Bliss=-4.20, Synergy_Loewe=-4.01, Synergy_HSA=-3.53. (2) Drug 1: COC1=C(C=C2C(=C1)N=CN=C2NC3=CC(=C(C=C3)F)Cl)OCCCN4CCOCC4. Drug 2: CC1C(C(=O)NC(C(=O)N2CCCC2C(=O)N(CC(=O)N(C(C(=O)O1)C(C)C)C)C)C(C)C)NC(=O)C3=C4C(=C(C=C3)C)OC5=C(C(=O)C(=C(C5=N4)C(=O)NC6C(OC(=O)C(N(C(=O)CN(C(=O)C7CCCN7C(=O)C(NC6=O)C(C)C)C)C)C(C)C)C)N)C. Cell line: CAKI-1. Synergy scores: CSS=56.0, Synergy_ZIP=4.19, Synergy_Bliss=5.50, Synergy_Loewe=6.41, Synergy_HSA=6.29. (3) Drug 1: CCC1(CC2CC(C3=C(CCN(C2)C1)C4=CC=CC=C4N3)(C5=C(C=C6C(=C5)C78CCN9C7C(C=CC9)(C(C(C8N6C=O)(C(=O)OC)O)OC(=O)C)CC)OC)C(=O)OC)O.OS(=O)(=O)O. Drug 2: CNC(=O)C1=NC=CC(=C1)OC2=CC=C(C=C2)NC(=O)NC3=CC(=C(C=C3)Cl)C(F)(F)F. Cell line: DU-145. Synergy scores: CSS=5.69, Synergy_ZIP=1.30, Synergy_Bliss=5.03, Synergy_Loewe=3.30, Synergy_HSA=1.22. (4) Drug 1: C1CCC(CC1)NC(=O)N(CCCl)N=O. Drug 2: C1CC(=O)NC(=O)C1N2C(=O)C3=CC=CC=C3C2=O. Cell line: HOP-62. Synergy scores: CSS=11.8, Synergy_ZIP=-2.86, Synergy_Bliss=6.29, Synergy_Loewe=4.70, Synergy_HSA=4.09. (5) Drug 1: CN(CCCl)CCCl.Cl. Cell line: SK-MEL-5. Drug 2: CC1CCCC2(C(O2)CC(NC(=O)CC(C(C(=O)C(C1O)C)(C)C)O)C(=CC3=CSC(=N3)C)C)C. Synergy scores: CSS=41.8, Synergy_ZIP=-7.27, Synergy_Bliss=-8.65, Synergy_Loewe=-13.8, Synergy_HSA=-5.25.